From a dataset of Catalyst prediction with 721,799 reactions and 888 catalyst types from USPTO. Predict which catalyst facilitates the given reaction. (1) Reactant: [CH:1]1([CH:7]([C:9]2[CH:13]=[C:12]([CH3:14])[S:11][C:10]=2[CH3:15])O)[CH2:6][CH2:5][CH2:4][CH2:3][CH2:2]1.S(Cl)([Cl:18])=O.C(=O)([O-])O.[Na+]. Product: [Cl:18][CH:7]([CH:1]1[CH2:6][CH2:5][CH2:4][CH2:3][CH2:2]1)[C:9]1[CH:13]=[C:12]([CH3:14])[S:11][C:10]=1[CH3:15]. The catalyst class is: 11. (2) Reactant: [OH:1][C:2]1[C:7]([C:8]#[N:9])=[CH:6][N:5]=[C:4]([C:10]2[CH:15]=[CH:14][CH:13]=[CH:12][CH:11]=2)[N:3]=1.Cl[CH2:17][C:18]([C:20]1[CH:25]=[CH:24][C:23]([Cl:26])=[CH:22][C:21]=1[Cl:27])=[O:19].[OH-].[Na+].C(OCC)(=O)C. Product: [NH2:9][C:8]1[C:7]2[CH:6]=[N:5][C:4]([C:10]3[CH:11]=[CH:12][CH:13]=[CH:14][CH:15]=3)=[N:3][C:2]=2[O:1][C:17]=1[C:18]([C:20]1[CH:25]=[CH:24][C:23]([Cl:26])=[CH:22][C:21]=1[Cl:27])=[O:19]. The catalyst class is: 35. (3) Reactant: [N:1]([CH2:4][C:5]1[CH:10]=[C:9]([O:11][CH3:12])[CH:8]=[CH:7][C:6]=1[N:13]1[C:17]([CH3:18])=[CH:16][C:15]([CH3:19])=[N:14]1)=[N+]=[N-].[H-].[H-].[H-].[H-].[Li+].[Al+3]. Product: [CH3:19][C:15]1[CH:16]=[C:17]([CH3:18])[N:13]([C:6]2[CH:7]=[CH:8][C:9]([O:11][CH3:12])=[CH:10][C:5]=2[CH2:4][NH2:1])[N:14]=1. The catalyst class is: 1. (4) The catalyst class is: 6. Product: [CH2:1]1[C:7]2[NH:8][C:9]3[C:14]([C:6]=2[CH2:5][C@@H:4]([C:15]([OH:17])=[O:16])[NH:3]1)=[CH:13][CH:12]=[CH:11][CH:10]=3. Reactant: [CH2:1]=O.[NH2:3][C@H:4]([C:15]([OH:17])=[O:16])[CH2:5][C:6]1[C:14]2[C:9](=[CH:10][CH:11]=[CH:12][CH:13]=2)[NH:8][CH:7]=1.[OH-].[Na+].Cl. (5) Reactant: C([O:3][C:4]([C:6]1[O:14][C:13]2[C:12]([Cl:15])=[CH:11][N:10]=[CH:9][C:8]=2[C:7]=1[NH:16][C:17]1[CH:22]=[CH:21][C:20]([I:23])=[CH:19][C:18]=1[F:24])=[O:5])C.[OH-].[Na+:26]. Product: [Na+:26].[Cl:15][C:12]1[C:13]2[O:14][C:6]([C:4]([O-:5])=[O:3])=[C:7]([NH:16][C:17]3[CH:22]=[CH:21][C:20]([I:23])=[CH:19][C:18]=3[F:24])[C:8]=2[CH:9]=[N:10][CH:11]=1. The catalyst class is: 5. (6) Reactant: [Cl:1][C:2]1[CH:35]=[CH:34][CH:33]=[C:32]([Cl:36])[C:3]=1[CH2:4][CH2:5][NH:6][C:7]([C:9]1[CH:31]=[CH:30][C:12]([O:13][C:14]2[CH:19]=[CH:18][C:17]([CH2:20][C:21]([O:23]CCCC)=[O:22])=[CH:16][C:15]=2[C:28]#[N:29])=[CH:11][CH:10]=1)=[O:8].C(O)(C(F)(F)F)=O. Product: [C:28]([C:15]1[CH:16]=[C:17]([CH2:20][C:21]([OH:23])=[O:22])[CH:18]=[CH:19][C:14]=1[O:13][C:12]1[CH:30]=[CH:31][C:9]([C:7](=[O:8])[NH:6][CH2:5][CH2:4][C:3]2[C:2]([Cl:1])=[CH:35][CH:34]=[CH:33][C:32]=2[Cl:36])=[CH:10][CH:11]=1)#[N:29]. The catalyst class is: 4.